This data is from Forward reaction prediction with 1.9M reactions from USPTO patents (1976-2016). The task is: Predict the product of the given reaction. (1) Given the reactants [NH2:1][C:2]1[CH:3]=[C:4]2[C:17](=[CH:18][CH:19]=1)[CH2:16][C:6]1([C:14]3[C:9](=[N:10][CH:11]=[CH:12][CH:13]=3)[NH:8][C:7]1=[O:15])[CH2:5]2.[CH2:20]1C[O:23][CH2:22][CH2:21]1.Cl.[C:26]([O-])(O)=O.[Na+], predict the reaction product. The product is: [O:15]=[C:7]1[NH:8][C:9]2=[N:10][CH:11]=[CH:12][CH:13]=[C:14]2[C:6]21[CH2:16][C:17]1[CH:18]=[C:19]3[C:2](=[CH:3][C:4]=1[CH2:5]2)[N:1]=[CH:20][C:21]([CH:22]=[O:23])=[CH:26]3. (2) The product is: [C:1]([NH:4][C:5]1[CH:10]=[C:9]([C:11]2[O:12][C:13]([C:23]([NH2:28])=[O:24])=[C:14]([C:16]3[CH:21]=[CH:20][CH:19]=[CH:18][C:17]=3[Cl:22])[N:15]=2)[C:8]([CH3:26])=[CH:7][N:6]=1)(=[O:3])[CH3:2]. Given the reactants [C:1]([NH:4][C:5]1[CH:10]=[C:9]([C:11]2[O:12][C:13]([C:23](O)=[O:24])=[C:14]([C:16]3[CH:21]=[CH:20][CH:19]=[CH:18][C:17]=3[Cl:22])[N:15]=2)[C:8]([CH3:26])=[CH:7][N:6]=1)(=[O:3])[CH3:2].C[N:28](C(ON1N=NC2C=CC=CC1=2)=[N+](C)C)C.[B-](F)(F)(F)F.N, predict the reaction product. (3) Given the reactants C[O:2][C:3](=O)[CH2:4][C:5]1[C:6]([CH3:21])=[N:7][C:8]([C:11]2[CH:16]=[CH:15][C:14]([C:17]([F:20])([F:19])[F:18])=[CH:13][CH:12]=2)=[CH:9][CH:10]=1.[H-].[Al+3].[Li+].[H-].[H-].[H-].O, predict the reaction product. The product is: [CH3:21][C:6]1[C:5]([CH2:4][CH2:3][OH:2])=[CH:10][CH:9]=[C:8]([C:11]2[CH:16]=[CH:15][C:14]([C:17]([F:19])([F:18])[F:20])=[CH:13][CH:12]=2)[N:7]=1.